This data is from Full USPTO retrosynthesis dataset with 1.9M reactions from patents (1976-2016). The task is: Predict the reactants needed to synthesize the given product. (1) Given the product [CH3:23][C:4]1[C:3]([CH3:24])=[C:2]([C:36]2[S:37][CH:38]=[CH:39][N:40]=2)[S:6][C:5]=1[C:7]1[N:11]2[N:12]=[C:13]([CH3:21])[CH:14]=[C:15]([CH:16]([CH2:19][CH3:20])[CH2:17][CH3:18])[C:10]2=[N:9][C:8]=1[CH3:22], predict the reactants needed to synthesize it. The reactants are: Br[C:2]1[S:6][C:5]([C:7]2[N:11]3[N:12]=[C:13]([CH3:21])[CH:14]=[C:15]([CH:16]([CH2:19][CH3:20])[CH2:17][CH3:18])[C:10]3=[N:9][C:8]=2[CH3:22])=[C:4]([CH3:23])[C:3]=1[CH3:24].C1COCC1.[Li]CCCC.Br[C:36]1[S:37][CH:38]=[CH:39][N:40]=1. (2) Given the product [CH3:1][Si:2]([C:7]1[CH:12]=[CH:11][CH:10]=[CH:9][CH:8]=1)([O:3][CH3:4])[O:5][CH2:6][C:14]1[CH:19]=[CH:18][CH:17]=[CH:16][CH:15]=1, predict the reactants needed to synthesize it. The reactants are: [CH3:1][Si:2]([C:7]1[CH:12]=[CH:11][CH:10]=[CH:9][CH:8]=1)([O:5][CH3:6])[O:3][CH3:4].C(O)[C:14]1[CH:19]=[CH:18][CH:17]=[CH:16][CH:15]=1. (3) Given the product [F:1][C:2]1([CH2:8][NH2:9])[CH2:7][CH2:6][O:5][CH2:4][CH2:3]1, predict the reactants needed to synthesize it. The reactants are: [F:1][C:2]1([CH2:8][N:9]2C(=O)C3C(=CC=CC=3)C2=O)[CH2:7][CH2:6][O:5][CH2:4][CH2:3]1.NN.C(Cl)Cl. (4) Given the product [NH:4]1[C:5]2[CH:11]=[CH:10][CH:9]=[CH:8][C:6]=2[N:7]=[C:3]1[C:2]([N:17]([CH2:16][CH:15]([CH3:39])[CH3:14])[C@H:18]1[CH2:23][C@@H:22]([C:24]([N:26]2[CH2:31][CH2:30][O:29][CH2:28][CH2:27]2)=[O:25])[CH2:21][N:20]([C:32]([O:34][C:35]([CH3:37])([CH3:36])[CH3:38])=[O:33])[CH2:19]1)=[O:41], predict the reactants needed to synthesize it. The reactants are: Cl[C:2](Cl)(Cl)[C:3]1[NH:7][C:6]2[CH:8]=[CH:9][CH:10]=[CH:11][C:5]=2[N:4]=1.[CH3:14][CH:15]([CH3:39])[CH2:16][NH:17][C@H:18]1[CH2:23][C@@H:22]([C:24]([N:26]2[CH2:31][CH2:30][O:29][CH2:28][CH2:27]2)=[O:25])[CH2:21][N:20]([C:32]([O:34][C:35]([CH3:38])([CH3:37])[CH3:36])=[O:33])[CH2:19]1.C(=O)([O-])[OH:41].[Na+]. (5) The reactants are: C(N1C=CN=C1)(N1C=CN=C1)=O.[O:13]=[C:14]1[C:26]2[CH:25]=[C:24]([C:27]([OH:29])=O)[CH:23]=[CH:22][C:21]=2[C:20]2[C:15]1=[CH:16][CH:17]=[CH:18][CH:19]=2.[H-].[Na+].Cl.[NH2:33][C:34]([NH2:36])=[NH:35]. Given the product [NH2:35][C:34]([NH2:36])=[N:33][C:27]([C:24]1[CH:23]=[CH:22][C:21]2[C:20]3[C:15](=[CH:16][CH:17]=[CH:18][CH:19]=3)[C:14](=[O:13])[C:26]=2[CH:25]=1)=[O:29], predict the reactants needed to synthesize it. (6) Given the product [CH2:29]([S:36][C:37]1([CH2:43][NH:44][C:26]([C:10]2[NH:11][C:12]3[C:8]([CH:9]=2)=[CH:7][C:6]([O:5][CH2:4][CH2:3][O:2][CH3:1])=[CH:14][C:13]=3[N:15]([CH3:25])[S:16]([C:19]2[CH:24]=[CH:23][CH:22]=[CH:21][N:20]=2)(=[O:17])=[O:18])=[O:27])[CH2:42][CH2:41][S:40][CH2:39][CH2:38]1)[C:30]1[CH:31]=[CH:32][CH:33]=[CH:34][CH:35]=1, predict the reactants needed to synthesize it. The reactants are: [CH3:1][O:2][CH2:3][CH2:4][O:5][C:6]1[CH:7]=[C:8]2[C:12](=[C:13]([N:15]([CH3:25])[S:16]([C:19]3[CH:24]=[CH:23][CH:22]=[CH:21][N:20]=3)(=[O:18])=[O:17])[CH:14]=1)[NH:11][C:10]([C:26](O)=[O:27])=[CH:9]2.[CH2:29]([S:36][C:37]1([CH2:43][NH2:44])[CH2:42][CH2:41][S:40][CH2:39][CH2:38]1)[C:30]1[CH:35]=[CH:34][CH:33]=[CH:32][CH:31]=1.N1(O)C2C=CC=CC=2N=N1.Cl.CN(C)CCCN=C=NCC.